The task is: Predict the reactants needed to synthesize the given product.. This data is from Full USPTO retrosynthesis dataset with 1.9M reactions from patents (1976-2016). (1) Given the product [Br:25][C:22]1[CH:23]=[CH:24][C:19]([C:9]2([C:12]3[CH:13]=[CH:14][C:15]([Cl:18])=[CH:16][CH:17]=3)[CH2:10][CH2:11][N:6]([CH3:4])[CH2:7][CH2:8]2)=[CH:20][CH:21]=1, predict the reactants needed to synthesize it. The reactants are: C(O[C:4]([N:6]1[CH2:11][CH2:10][C:9]([C:19]2[CH:24]=[CH:23][C:22]([Br:25])=[CH:21][CH:20]=2)([C:12]2[CH:17]=[CH:16][C:15]([Cl:18])=[CH:14][CH:13]=2)[CH2:8][CH2:7]1)=O)C.[H-].[Al+3].[Li+].[H-].[H-].[H-]. (2) Given the product [C:1]([O:4][C@H:5]1[C@H:10]([O:11][C:12](=[O:14])[CH3:13])[C@@H:9]([O:15][C:16](=[O:18])[CH3:17])[C@H:8]([C:19]2[CH:24]=[CH:23][C:22]([CH:58]3[CH2:59][CH2:54]3)=[C:21]([CH2:26][C:27]3[CH:36]=[CH:35][C:30]4[O:31][CH2:32][CH2:33][O:34][C:29]=4[CH:28]=3)[CH:20]=2)[O:7][CH:6]1[O:37][C:38](=[O:40])[CH3:39])(=[O:3])[CH3:2], predict the reactants needed to synthesize it. The reactants are: [C:1]([O:4][C@H:5]1[C@H:10]([O:11][C:12](=[O:14])[CH3:13])[C@@H:9]([O:15][C:16](=[O:18])[CH3:17])[C@H:8]([C:19]2[CH:24]=[CH:23][C:22](Br)=[C:21]([CH2:26][C:27]3[CH:36]=[CH:35][C:30]4[O:31][CH2:32][CH2:33][O:34][C:29]=4[CH:28]=3)[CH:20]=2)[O:7][CH:6]1[O:37][C:38](=[O:40])[CH3:39])(=[O:3])[CH3:2].C1(P([CH:54]2[CH2:59][CH2:58]CCC2)C2CCCCC2)CCCCC1.[O-]P([O-])([O-])=O.[K+].[K+].[K+].C1(B(O)O)CC1. (3) Given the product [CH3:23][CH:22]([CH3:24])[C@@H:17]([NH:16][S:13]([C:11]1[CH:10]=[CH:9][C:7]2[O:8][C:4]3[CH:3]=[C:2]([B:30]4[O:31][C:32]([CH3:34])([CH3:33])[C:28]([CH3:44])([CH3:27])[O:29]4)[CH:26]=[CH:25][C:5]=3[C:6]=2[CH:12]=1)(=[O:15])=[O:14])[C:18]([O:20][CH3:21])=[O:19], predict the reactants needed to synthesize it. The reactants are: I[C:2]1[CH:26]=[CH:25][C:5]2[C:6]3[CH:12]=[C:11]([S:13]([NH:16][C@H:17]([CH:22]([CH3:24])[CH3:23])[C:18]([O:20][CH3:21])=[O:19])(=[O:15])=[O:14])[CH:10]=[CH:9][C:7]=3[O:8][C:4]=2[CH:3]=1.[CH3:27][C:28]1([CH3:44])[C:32]([CH3:34])([CH3:33])[O:31][B:30]([B:30]2[O:31][C:32]([CH3:34])([CH3:33])[C:28]([CH3:44])([CH3:27])[O:29]2)[O:29]1.C(Cl)Cl.CC([O-])=O.[K+]. (4) The reactants are: [C:1]([O:7][CH2:8][N:9]1[C:13]([CH2:14][O:15][C:16]2[CH:21]=[CH:20][C:19]([OH:22])=[CH:18][CH:17]=2)=[CH:12][N:11]=[N:10]1)(=[O:6])[C:2]([CH3:5])([CH3:4])[CH3:3].Cl[C:24]1[CH:29]=[CH:28][N:27]=[C:26]2[N:30]([CH2:34][C:35]3[CH:40]=[CH:39][C:38]([O:41][CH3:42])=[CH:37][CH:36]=3)[N:31]=[C:32]([I:33])[C:25]=12.C([O-])([O-])=O.[Cs+].[Cs+]. Given the product [C:1]([O:7][CH2:8][N:9]1[C:13]([CH2:14][O:15][C:16]2[CH:17]=[CH:18][C:19]([O:22][C:24]3[CH:29]=[CH:28][N:27]=[C:26]4[N:30]([CH2:34][C:35]5[CH:40]=[CH:39][C:38]([O:41][CH3:42])=[CH:37][CH:36]=5)[N:31]=[C:32]([I:33])[C:25]=34)=[CH:20][CH:21]=2)=[CH:12][N:11]=[N:10]1)(=[O:6])[C:2]([CH3:5])([CH3:4])[CH3:3], predict the reactants needed to synthesize it. (5) Given the product [Cl:12][C:13]1[C:18]([Cl:19])=[CH:17][CH:16]=[CH:15][C:14]=1[C:2]1[CH:3]=[C:4]([CH:9]=[CH:10][N:11]=1)[C:5]([O:7][CH3:8])=[O:6], predict the reactants needed to synthesize it. The reactants are: Br[C:2]1[CH:3]=[C:4]([CH:9]=[CH:10][N:11]=1)[C:5]([O:7][CH3:8])=[O:6].[Cl:12][C:13]1[C:18]([Cl:19])=[CH:17][CH:16]=[CH:15][C:14]=1B(O)O.C1(P(C2CCCCC2)C2C=CC=CC=2C2C=CC=CC=2N(C)C)CCCCC1.P([O-])([O-])([O-])=O.[K+].[K+].[K+]. (6) Given the product [C:1]([O:5][C:6]([N:8]([CH3:13])[CH2:9][C:10]([O:12][CH2:26][C:27]([O:29][C@H:30]([CH2:59][N:60]([S:65]([C:68]1[CH:76]=[CH:75][C:71]2[O:72][CH2:73][O:74][C:70]=2[CH:69]=1)(=[O:67])=[O:66])[CH2:61][CH:62]([CH3:64])[CH3:63])[C@@H:31]([NH:47][C:48]([O:50][C@@H:51]1[C@H:58]2[C@H:54]([O:55][CH2:56][CH2:57]2)[O:53][CH2:52]1)=[O:49])[CH2:32][C:33]1[CH:38]=[CH:37][C:36]([O:39][CH2:40][C:41]2[N:42]=[C:43]([CH3:46])[S:44][CH:45]=2)=[CH:35][CH:34]=1)=[O:28])=[O:11])=[O:7])([CH3:4])([CH3:3])[CH3:2], predict the reactants needed to synthesize it. The reactants are: [C:1]([O:5][C:6]([N:8]([CH3:13])[CH2:9][C:10]([OH:12])=[O:11])=[O:7])([CH3:4])([CH3:3])[CH3:2].CC(C)([O-])C.[K+].C(O)(C)(C)C.Cl[CH2:26][C:27]([O:29][C@H:30]([CH2:59][N:60]([S:65]([C:68]1[CH:76]=[CH:75][C:71]2[O:72][CH2:73][O:74][C:70]=2[CH:69]=1)(=[O:67])=[O:66])[CH2:61][CH:62]([CH3:64])[CH3:63])[C@@H:31]([NH:47][C:48]([O:50][C@@H:51]1[C@H:58]2[C@H:54]([O:55][CH2:56][CH2:57]2)[O:53][CH2:52]1)=[O:49])[CH2:32][C:33]1[CH:38]=[CH:37][C:36]([O:39][CH2:40][C:41]2[N:42]=[C:43]([CH3:46])[S:44][CH:45]=2)=[CH:35][CH:34]=1)=[O:28].